Dataset: Peptide-MHC class II binding affinity with 134,281 pairs from IEDB. Task: Regression. Given a peptide amino acid sequence and an MHC pseudo amino acid sequence, predict their binding affinity value. This is MHC class II binding data. (1) The peptide sequence is ISDFRAAIANYHYDA. The MHC is DRB3_0202 with pseudo-sequence DRB3_0202. The binding affinity (normalized) is 0.723. (2) The peptide sequence is TLWQRPLVTIKIGGQLKEAL. The MHC is HLA-DPA10201-DPB10501 with pseudo-sequence HLA-DPA10201-DPB10501. The binding affinity (normalized) is 0.659. (3) The peptide sequence is TWTSIPTLAAQFPFN. The MHC is DRB5_0101 with pseudo-sequence DRB5_0101. The binding affinity (normalized) is 0.278. (4) The peptide sequence is RGKMDVSGVQAPVGA. The MHC is DRB1_1302 with pseudo-sequence DRB1_1302. The binding affinity (normalized) is 0.167. (5) The peptide sequence is RDALNIETAVKTKG. The MHC is DRB1_0101 with pseudo-sequence DRB1_0101. The binding affinity (normalized) is 0.478. (6) The peptide sequence is VHAAHAVHAAHAVHA. The MHC is H-2-IAd with pseudo-sequence H-2-IAd. The binding affinity (normalized) is 0.426. (7) The peptide sequence is LSDISLKLTSGKIAS. The MHC is DRB1_0901 with pseudo-sequence DRB1_0901. The binding affinity (normalized) is 0.437.